This data is from Full USPTO retrosynthesis dataset with 1.9M reactions from patents (1976-2016). The task is: Predict the reactants needed to synthesize the given product. (1) Given the product [F:20][C:15]1[CH:14]=[C:13]([CH:18]=[CH:17][C:16]=1[F:19])[CH2:12][N:8]1[C:7](=[O:21])[CH:6]=[C:5]2[C:10]([N:11]=[C:2]([C:30]#[C:29][CH2:28][C:22]3[CH:27]=[CH:26][CH:25]=[CH:24][CH:23]=3)[CH:3]=[N:4]2)=[CH:9]1, predict the reactants needed to synthesize it. The reactants are: Br[C:2]1[CH:3]=[N:4][C:5]2[C:10]([N:11]=1)=[CH:9][N:8]([CH2:12][C:13]1[CH:18]=[CH:17][C:16]([F:19])=[C:15]([F:20])[CH:14]=1)[C:7](=[O:21])[CH:6]=2.[C:22]1([CH2:28][C:29]#[CH:30])[CH:27]=[CH:26][CH:25]=[CH:24][CH:23]=1.C(N(CC)CC)C. (2) Given the product [OH:8][CH:7]([C:6]1[N:2]([CH3:1])[N:3]=[C:4]([C:20]2[S:21][CH:22]=[CH:23][CH:24]=2)[C:5]=1[C:9]1[CH:10]=[CH:11][C:12]2[O:17][CH2:16][CH2:15][CH2:14][C:13]=2[C:18]=1[CH3:19])[C:36]([O:34][CH3:32])=[O:37], predict the reactants needed to synthesize it. The reactants are: [CH3:1][N:2]1[C:6]([CH:7]=[O:8])=[C:5]([C:9]2[CH:10]=[CH:11][C:12]3[O:17][CH2:16][CH2:15][CH2:14][C:13]=3[C:18]=2[CH3:19])[C:4]([C:20]2[S:21][CH:22]=[CH:23][CH:24]=2)=[N:3]1.C[Si](C#N)(C)C.[Na].[C:32](Cl)(=[O:34])C.[CH3:36][OH:37]. (3) Given the product [C:7]([O:11][C:12](=[O:28])[C:13]([CH2:21][CH2:22][CH2:23][CH2:24][CH2:25][C:26]#[N:27])([C:30]1[S:34][N:33]=[C:32]([CH3:35])[N:31]=1)[C:14]([O:16][C:17]([CH3:18])([CH3:19])[CH3:20])=[O:15])([CH3:9])([CH3:8])[CH3:10], predict the reactants needed to synthesize it. The reactants are: CC(C)([O-])C.[K+].[C:7]([O:11][C:12](=[O:28])[CH:13]([CH2:21][CH2:22][CH2:23][CH2:24][CH2:25][C:26]#[N:27])[C:14]([O:16][C:17]([CH3:20])([CH3:19])[CH3:18])=[O:15])([CH3:10])([CH3:9])[CH3:8].Cl[C:30]1[S:34][N:33]=[C:32]([CH3:35])[N:31]=1. (4) Given the product [CH2:1]([N:8]([CH2:16][C@H:17]([N:24]1[C:20](=[O:30])[C:21]2[C:22](=[CH:26][CH:27]=[CH:28][CH:29]=2)[C:23]1=[O:25])[CH3:18])[C:9](=[O:15])[O:10][C:11]([CH3:14])([CH3:13])[CH3:12])[C:2]1[CH:7]=[CH:6][CH:5]=[CH:4][CH:3]=1, predict the reactants needed to synthesize it. The reactants are: [CH2:1]([N:8]([CH2:16][C@@H:17](O)[CH3:18])[C:9](=[O:15])[O:10][C:11]([CH3:14])([CH3:13])[CH3:12])[C:2]1[CH:7]=[CH:6][CH:5]=[CH:4][CH:3]=1.[C:20]1(=[O:30])[NH:24][C:23](=[O:25])[C:22]2=[CH:26][CH:27]=[CH:28][CH:29]=[C:21]12.C1(P(C2C=CC=CC=2)C2C=CC=CC=2)C=CC=CC=1.N(C(OC(C)C)=O)=NC(OC(C)C)=O. (5) The reactants are: C[Si]([C:5]#[C:6][C:7]1[N:12]=[CH:11][C:10]([CH2:13][CH2:14][C:15]([O:17][CH3:18])=[O:16])=[CH:9][CH:8]=1)(C)C.C(=O)([O-])[O-].[K+].[K+]. Given the product [C:6]([C:7]1[N:12]=[CH:11][C:10]([CH2:13][CH2:14][C:15]([O:17][CH3:18])=[O:16])=[CH:9][CH:8]=1)#[CH:5], predict the reactants needed to synthesize it. (6) The reactants are: [NH2:1][C@H:2]([C:5]1[N:6]([CH:17]2[CH2:19][CH2:18]2)[C:7](=[O:16])[C:8]2[C:13]([CH:14]=1)=[CH:12][CH:11]=[CH:10][C:9]=2[Cl:15])[CH2:3][CH3:4].Cl[C:21]1[N:26]=[CH:25][N:24]=[C:23]([NH2:27])[C:22]=1[C:28]1[O:29][C:30]([CH3:33])=[N:31][N:32]=1.CCN(C(C)C)C(C)C.CCOC(C)=O. Given the product [NH2:27][C:23]1[N:24]=[CH:25][N:26]=[C:21]([NH:1][C@H:2]([C:5]2[N:6]([CH:17]3[CH2:19][CH2:18]3)[C:7](=[O:16])[C:8]3[C:13]([CH:14]=2)=[CH:12][CH:11]=[CH:10][C:9]=3[Cl:15])[CH2:3][CH3:4])[C:22]=1[C:28]1[O:29][C:30]([CH3:33])=[N:31][N:32]=1, predict the reactants needed to synthesize it. (7) The reactants are: C(O)(=O)C=O.[CH2:6]([OH:28])[C@H:7]1[O:12][C@@H:11]([O:13][C@H]2[C@H](O)[C@@H](O)[C@H](O)O[C@@H]2CO)[C@H:10]([OH:25])[C@@H:9]([OH:26])[C@@H:8]1[OH:27]. Given the product [O:13]=[CH:11][C@@H:10]([C@H:9]([C@@H:8]([C@@H:7]([CH2:6][OH:28])[OH:12])[OH:27])[OH:26])[OH:25], predict the reactants needed to synthesize it. (8) Given the product [F:41][C:28]([F:27])([F:40])[O:29][C:30]1[CH:35]=[CH:34][C:33]([S:36]([NH:19][CH2:18][CH2:17][N:6]2[C:5]3[CH:4]=[C:3]([Cl:2])[CH:16]=[CH:15][C:14]=3[S:13][C:12]3[C:7]2=[CH:8][CH:9]=[CH:10][CH:11]=3)(=[O:38])=[O:37])=[CH:32][CH:31]=1, predict the reactants needed to synthesize it. The reactants are: Cl.[Cl:2][C:3]1[CH:16]=[CH:15][C:14]2[S:13][C:12]3[C:7](=[CH:8][CH:9]=[CH:10][CH:11]=3)[N:6]([CH2:17][CH2:18][NH2:19])[C:5]=2[CH:4]=1.CCN(CC)CC.[F:27][C:28]([F:41])([F:40])[O:29][C:30]1[CH:35]=[CH:34][C:33]([S:36](Cl)(=[O:38])=[O:37])=[CH:32][CH:31]=1. (9) The reactants are: Br[C:2]1[CH:7]=[CH:6][CH:5]=[CH:4][C:3]=1[S:8]([CH:11]1[CH2:13][CH2:12]1)(=[O:10])=[O:9].[NH2:14][C:15]1[C:16]([C:37]#[N:38])=[N:17][C:18]([C:21]2[CH:26]=[CH:25][C:24](B3OC(C)(C)C(C)(C)O3)=[CH:23][C:22]=2[F:36])=[CH:19][N:20]=1. Given the product [NH2:14][C:15]1[C:16]([C:37]#[N:38])=[N:17][C:18]([C:21]2[CH:26]=[CH:25][C:24]([C:2]3[CH:7]=[CH:6][CH:5]=[CH:4][C:3]=3[S:8]([CH:11]3[CH2:13][CH2:12]3)(=[O:10])=[O:9])=[CH:23][C:22]=2[F:36])=[CH:19][N:20]=1, predict the reactants needed to synthesize it.